This data is from Clinical trial toxicity outcomes and FDA approval status for drugs. The task is: Regression/Classification. Given a drug SMILES string, predict its toxicity properties. Task type varies by dataset: regression for continuous values (e.g., LD50, hERG inhibition percentage) or binary classification for toxic/non-toxic outcomes (e.g., AMES mutagenicity, cardiotoxicity, hepatotoxicity). Dataset: clintox. (1) The molecule is NC(=O)N/C=C1/NC(=O)[C@H](CNC(=O)C[C@@H]([NH3+])CCC[NH3+])NC(=O)[C@H](CO)NC(=O)[C@@H]([NH3+])CNC(=O)[C@H]([C@H]2CC[NH+]=C(N)N2)NC1=O. The result is 0 (passed clinical trial). (2) The compound is CC(=O)Oc1c(C)cc(OCC(O)C[NH2+]C(C)C)c(C)c1C. The result is 0 (passed clinical trial). (3) The drug is CCN1CCN(C(=O)N[C@@H](C(=O)N[C@@H]2C(=O)N3C(C(=O)[O-])=C(CSc4nnnn4C)CS[C@H]23)c2ccc(O)cc2)C(=O)C1=O. The result is 0 (passed clinical trial). (4) The compound is CO/N=C(\C(=O)N[C@@H]1C(=O)N2C(C(=O)OC(C)OC(C)=O)=C(COC(N)=O)CS[C@H]12)c1ccco1. The result is 0 (passed clinical trial). (5) The compound is CC(C)c1ccc2oc3nc(N)c(C(=O)[O-])cc3c(=O)c2c1. The result is 0 (passed clinical trial).